Dataset: NCI-60 drug combinations with 297,098 pairs across 59 cell lines. Task: Regression. Given two drug SMILES strings and cell line genomic features, predict the synergy score measuring deviation from expected non-interaction effect. (1) Drug 1: CN1C(=O)N2C=NC(=C2N=N1)C(=O)N. Drug 2: CC1C(C(CC(O1)OC2CC(CC3=C2C(=C4C(=C3O)C(=O)C5=CC=CC=C5C4=O)O)(C(=O)C)O)N)O. Cell line: HCC-2998. Synergy scores: CSS=55.8, Synergy_ZIP=-6.08, Synergy_Bliss=-7.72, Synergy_Loewe=-6.43, Synergy_HSA=-6.16. (2) Drug 1: CC(CN1CC(=O)NC(=O)C1)N2CC(=O)NC(=O)C2. Drug 2: COC1=C2C(=CC3=C1OC=C3)C=CC(=O)O2. Cell line: MDA-MB-435. Synergy scores: CSS=12.1, Synergy_ZIP=-2.28, Synergy_Bliss=-0.431, Synergy_Loewe=-1.98, Synergy_HSA=-2.19. (3) Drug 1: CC1=CC=C(C=C1)C2=CC(=NN2C3=CC=C(C=C3)S(=O)(=O)N)C(F)(F)F. Drug 2: CC12CCC3C(C1CCC2OP(=O)(O)O)CCC4=C3C=CC(=C4)OC(=O)N(CCCl)CCCl.[Na+]. Cell line: OVCAR-4. Synergy scores: CSS=3.51, Synergy_ZIP=-3.84, Synergy_Bliss=-3.93, Synergy_Loewe=-8.36, Synergy_HSA=-6.98. (4) Drug 1: CCC(=C(C1=CC=CC=C1)C2=CC=C(C=C2)OCCN(C)C)C3=CC=CC=C3.C(C(=O)O)C(CC(=O)O)(C(=O)O)O. Drug 2: C1=NC2=C(N1)C(=S)N=CN2. Cell line: KM12. Synergy scores: CSS=32.3, Synergy_ZIP=-6.07, Synergy_Bliss=-1.53, Synergy_Loewe=-32.7, Synergy_HSA=-1.03. (5) Drug 1: CC(C)(C1=NC(=CC=C1)N2C3=NC(=NC=C3C(=O)N2CC=C)NC4=CC=C(C=C4)N5CCN(CC5)C)O. Drug 2: CCC1(C2=C(COC1=O)C(=O)N3CC4=CC5=C(C=CC(=C5CN(C)C)O)N=C4C3=C2)O. Cell line: UACC62. Synergy scores: CSS=58.4, Synergy_ZIP=-2.03, Synergy_Bliss=-2.31, Synergy_Loewe=-4.51, Synergy_HSA=3.03. (6) Drug 1: C1CCC(CC1)NC(=O)N(CCCl)N=O. Drug 2: CC1C(C(CC(O1)OC2CC(OC(C2O)C)OC3=CC4=CC5=C(C(=O)C(C(C5)C(C(=O)C(C(C)O)O)OC)OC6CC(C(C(O6)C)O)OC7CC(C(C(O7)C)O)OC8CC(C(C(O8)C)O)(C)O)C(=C4C(=C3C)O)O)O)O. Cell line: SK-MEL-28. Synergy scores: CSS=16.3, Synergy_ZIP=-0.0149, Synergy_Bliss=6.13, Synergy_Loewe=4.41, Synergy_HSA=4.56. (7) Drug 1: COC1=C(C=C2C(=C1)N=CN=C2NC3=CC(=C(C=C3)F)Cl)OCCCN4CCOCC4. Drug 2: CCC1(C2=C(COC1=O)C(=O)N3CC4=CC5=C(C=CC(=C5CN(C)C)O)N=C4C3=C2)O.Cl. Cell line: DU-145. Synergy scores: CSS=49.4, Synergy_ZIP=-3.64, Synergy_Bliss=-1.57, Synergy_Loewe=0.976, Synergy_HSA=1.69.